Dataset: NCI-60 drug combinations with 297,098 pairs across 59 cell lines. Task: Regression. Given two drug SMILES strings and cell line genomic features, predict the synergy score measuring deviation from expected non-interaction effect. (1) Drug 1: COC1=C(C=C2C(=C1)N=CN=C2NC3=CC(=C(C=C3)F)Cl)OCCCN4CCOCC4. Drug 2: CC1C(C(CC(O1)OC2CC(OC(C2O)C)OC3=CC4=CC5=C(C(=O)C(C(C5)C(C(=O)C(C(C)O)O)OC)OC6CC(C(C(O6)C)O)OC7CC(C(C(O7)C)O)OC8CC(C(C(O8)C)O)(C)O)C(=C4C(=C3C)O)O)O)O. Cell line: SK-OV-3. Synergy scores: CSS=39.8, Synergy_ZIP=-0.252, Synergy_Bliss=0.282, Synergy_Loewe=-0.103, Synergy_HSA=0.480. (2) Drug 1: C1=CC(=CC=C1CCCC(=O)O)N(CCCl)CCCl. Drug 2: C1CN(P(=O)(OC1)NCCCl)CCCl. Cell line: EKVX. Synergy scores: CSS=-6.95, Synergy_ZIP=-4.38, Synergy_Bliss=-14.3, Synergy_Loewe=-18.3, Synergy_HSA=-15.2.